From a dataset of Forward reaction prediction with 1.9M reactions from USPTO patents (1976-2016). Predict the product of the given reaction. (1) Given the reactants Cl.[NH2:2][C:3]1[N:32]=[C:6]2[N:7]([C:22]3[CH:27]=[CH:26][CH:25]=[C:24]([C:28]([F:31])([F:30])[F:29])[CH:23]=3)[C:8]([CH3:21])=[C:9]([C:19]#[N:20])[C@@H:10]([C:11]3[CH:16]=[CH:15][C:14]([C:17]#[N:18])=[CH:13][CH:12]=3)[N:5]2[N:4]=1.[O:33]1[C:37]([C:38](Cl)=[O:39])=[CH:36][CH:35]=[N:34]1, predict the reaction product. The product is: [C:19]([C:9]1[C@@H:10]([C:11]2[CH:16]=[CH:15][C:14]([C:17]#[N:18])=[CH:13][CH:12]=2)[N:5]2[N:4]=[C:3]([NH:2][C:38]([C:37]3[O:33][N:34]=[CH:35][CH:36]=3)=[O:39])[N:32]=[C:6]2[N:7]([C:22]2[CH:27]=[CH:26][CH:25]=[C:24]([C:28]([F:29])([F:31])[F:30])[CH:23]=2)[C:8]=1[CH3:21])#[N:20]. (2) Given the reactants [C:1]([C:3]1[CH:8]=[CH:7][C:6]([CH:9]2[N:14]3[N:15]=[C:16]([CH2:18][O:19][CH3:20])[N:17]=[C:13]3[NH:12][C:11]([CH3:21])=[C:10]2[C:22]#[N:23])=[CH:5][CH:4]=1)#[N:2].ClCCl.[F:27][C:28]([F:39])([F:38])[C:29]1[CH:30]=[C:31](B(O)O)[CH:32]=[CH:33][CH:34]=1.C(N(CC)CC)C, predict the reaction product. The product is: [C:1]([C:3]1[CH:8]=[CH:7][C:6]([CH:9]2[N:14]3[N:15]=[C:16]([CH2:18][O:19][CH3:20])[N:17]=[C:13]3[N:12]([C:33]3[CH:32]=[CH:31][CH:30]=[C:29]([C:28]([F:39])([F:38])[F:27])[CH:34]=3)[C:11]([CH3:21])=[C:10]2[C:22]#[N:23])=[CH:5][CH:4]=1)#[N:2].